Dataset: Forward reaction prediction with 1.9M reactions from USPTO patents (1976-2016). Task: Predict the product of the given reaction. (1) Given the reactants [C:1]([CH:3]([CH:7]1[C:11]([Cl:12])=[C:10](Cl)C(=O)O1)[C:4]([NH2:6])=[O:5])#[N:2].[N:15]1[CH:20]=[CH:19][CH:18]=[C:17]([CH:21]([NH2:23])[CH3:22])[CH:16]=1.C(=O)([O-])[O-].[K+].[K+], predict the reaction product. The product is: [ClH:12].[ClH:12].[Cl:12][C:11]1[CH:7]=[C:3]([C:4]([NH2:6])=[O:5])[C:1](=[NH:2])[N:23]([CH:21]([C:17]2[CH:16]=[N:15][CH:20]=[CH:19][CH:18]=2)[CH3:22])[CH:10]=1. (2) Given the reactants [F:1][C:2]1[CH:3]=[C:4]([C:9]2[C:17]3[C:12](=[CH:13][C:14]([OH:18])=[CH:15][CH:16]=3)[C:11](=[O:19])[C:10]=2[C:20]2[CH:21]=[N:22][CH:23]=[CH:24][CH:25]=2)[CH:5]=[C:6]([F:8])[CH:7]=1.BrC1C(=O)C2C(C=1C1C=CC=CC=1)=CC=C(O)C=2.O[CH2:45][CH2:46][CH2:47][N:48]1[CH2:53][CH2:52][N:51]([C:54]([O:56][C:57]([CH3:60])([CH3:59])[CH3:58])=[O:55])[CH2:50][CH2:49]1.C1C=CC(P(C2C=CC=CC=2)C2C=CC=CC=2)=CC=1.CC(OC(/N=N/C(OC(C)C)=O)=O)C, predict the reaction product. The product is: [F:8][C:6]1[CH:5]=[C:4]([C:9]2[C:17]3[C:12](=[CH:13][C:14]([O:18][CH2:45][CH2:46][CH2:47][N:48]4[CH2:53][CH2:52][N:51]([C:54]([O:56][C:57]([CH3:58])([CH3:60])[CH3:59])=[O:55])[CH2:50][CH2:49]4)=[CH:15][CH:16]=3)[C:11](=[O:19])[C:10]=2[C:20]2[CH:21]=[N:22][CH:23]=[CH:24][CH:25]=2)[CH:3]=[C:2]([F:1])[CH:7]=1.